Dataset: Full USPTO retrosynthesis dataset with 1.9M reactions from patents (1976-2016). Task: Predict the reactants needed to synthesize the given product. (1) Given the product [OH:16][CH2:15][CH2:14][CH2:13][C:12]([N:7]1[C:8]2[C:3](=[C:2]([C:42]3[CH:43]=[C:44]([CH:59]=[CH:60][CH:61]=3)[CH2:45][O:46][C:47]([NH:49][CH2:50][CH2:51][C:52]([O:54][C:55]([CH3:57])([CH3:58])[CH3:56])=[O:53])=[O:48])[CH:11]=[CH:10][CH:9]=2)[CH2:4][CH2:5][CH2:6]1)=[O:17], predict the reactants needed to synthesize it. The reactants are: Br[C:2]1[CH:11]=[CH:10][CH:9]=[C:8]2[C:3]=1[CH2:4][CH2:5][CH2:6][N:7]2[C:12](=[O:17])[CH2:13][CH2:14][CH2:15][OH:16].CC1(C)C(C)(C)OB(B2OC(C)(C)C(C)(C)O2)O1.C([O-])(=O)C.[K+].Br[C:42]1[CH:43]=[C:44]([CH:59]=[CH:60][CH:61]=1)[CH2:45][O:46][C:47]([NH:49][CH2:50][CH2:51][C:52]([O:54][C:55]([CH3:58])([CH3:57])[CH3:56])=[O:53])=[O:48].C([O-])([O-])=O.[Na+].[Na+]. (2) Given the product [F:17][C:18]1[CH:19]=[CH:20][C:21]([C:24]2[C:36]([CH:37]([F:49])[C:38]3[CH:43]=[CH:42][C:41]([O:44][C:45]([F:47])([F:48])[F:46])=[CH:40][CH:39]=3)=[C:35]([CH:50]([CH3:51])[CH3:52])[CH:34]=[C:33]3[C:25]=2[C@@H:26]([OH:53])[CH2:27][C:28]2([O:32]3)[CH2:31][CH2:30][CH2:29]2)=[CH:22][CH:23]=1, predict the reactants needed to synthesize it. The reactants are: N[C@@H]1C2C(=CC=CC=2)C[C@@H]1O.O1CCCC1.[F:17][C:18]1[CH:23]=[CH:22][C:21]([C:24]2[C:36]([CH:37]([F:49])[C:38]3[CH:43]=[CH:42][C:41]([O:44][C:45]([F:48])([F:47])[F:46])=[CH:40][CH:39]=3)=[C:35]([CH:50]([CH3:52])[CH3:51])[CH:34]=[C:33]3[C:25]=2[C:26](=[O:53])[CH2:27][C:28]2([O:32]3)[CH2:31][CH2:30][CH2:29]2)=[CH:20][CH:19]=1. (3) Given the product [C:16]([O:20][C:21](=[O:32])[NH:22][C@H:23]1[CH2:24][CH2:25][C@H:26]([CH2:29][CH2:30][N:13]2[CH2:14][CH2:15][CH:10]([C:8]([C:6]3[S:7][C:3]([Cl:2])=[CH:4][CH:5]=3)=[O:9])[CH2:11][CH2:12]2)[CH2:27][CH2:28]1)([CH3:19])([CH3:18])[CH3:17], predict the reactants needed to synthesize it. The reactants are: Cl.[Cl:2][C:3]1[S:7][C:6]([C:8]([CH:10]2[CH2:15][CH2:14][NH:13][CH2:12][CH2:11]2)=[O:9])=[CH:5][CH:4]=1.[C:16]([O:20][C:21](=[O:32])[NH:22][C@H:23]1[CH2:28][CH2:27][C@H:26]([CH2:29][CH:30]=O)[CH2:25][CH2:24]1)([CH3:19])([CH3:18])[CH3:17]. (4) Given the product [Cl:16][C:17]1[CH:23]=[CH:22][CH:21]=[C:20]([F:24])[C:18]=1[NH:19][C:1]([N:54]1[CH2:53][C:35]2[C:34](=[N:33][NH:32][C:36]=2[NH:37][C:38](=[O:52])[C:39]2[CH:44]=[CH:43][C:42]([N:45]3[CH2:50][CH2:49][N:48]([CH3:51])[CH2:47][CH2:46]3)=[CH:41][CH:40]=2)[C:55]1([CH3:56])[CH3:57])=[O:2], predict the reactants needed to synthesize it. The reactants are: [C:1](OC(OC(C)(C)C)=O)(OC(C)(C)C)=[O:2].[Cl:16][C:17]1[CH:23]=[CH:22][CH:21]=[C:20]([F:24])[C:18]=1[NH2:19].Cl.Cl.C(OC([N:32]1[C:36]([NH:37][C:38](=[O:52])[C:39]2[CH:44]=[CH:43][C:42]([N:45]3[CH2:50][CH2:49][N:48]([CH3:51])[CH2:47][CH2:46]3)=[CH:41][CH:40]=2)=[C:35]2[CH2:53][NH:54][C:55]([CH3:57])([CH3:56])[C:34]2=[N:33]1)=O)C.C(N(CC)CC)C. (5) Given the product [Br:28][C:29]1[C:38]2[C:33](=[CH:34][CH:35]=[CH:36][CH:37]=2)[C:32]([O:39][S:8]([C:11]([F:14])([F:13])[F:12])(=[O:10])=[O:9])=[C:31]([CH:40]([O:46][C:47]([CH3:50])([CH3:49])[CH3:48])[C:41]([O:43][CH2:44][CH3:45])=[O:42])[C:30]=1[CH3:51], predict the reactants needed to synthesize it. The reactants are: C1C=CC(N([S:8]([C:11]([F:14])([F:13])[F:12])(=[O:10])=[O:9])[S:8]([C:11]([F:14])([F:13])[F:12])(=[O:10])=[O:9])=CC=1.C([O-])([O-])=O.[Cs+].[Cs+].[Br:28][C:29]1[C:38]2[C:33](=[CH:34][CH:35]=[CH:36][CH:37]=2)[C:32]([OH:39])=[C:31]([CH:40]([O:46][C:47]([CH3:50])([CH3:49])[CH3:48])[C:41]([O:43][CH2:44][CH3:45])=[O:42])[C:30]=1[CH3:51].OS([O-])(=O)=O.[Na+].